The task is: Predict the reaction yield, written as a fraction of the theoretical maximum amount of product (1.0 means a 100% yield; for example, 0.34 means a 34% yield).. This data is from Reaction yield outcomes from USPTO patents with 853,638 reactions. (1) The reactants are Br[C:2]1[N:7]=[C:6]([C:8]([OH:10])=[O:9])[C:5]([OH:11])=[C:4]([O:12][CH2:13][CH3:14])[CH:3]=1.C(N(CC)CC)C. The catalyst is [Pd].CCO. The product is [OH:11][C:5]1[C:6]([C:8]([OH:10])=[O:9])=[N:7][CH:2]=[CH:3][C:4]=1[O:12][CH2:13][CH3:14]. The yield is 0.780. (2) The reactants are [NH2:1][C:2]1[CH:11]=[C:10]2[C:5]([CH:6]=[CH:7][CH:8]=[C:9]2[N:12]2[CH2:17][CH2:16][N:15]([CH3:18])[CH2:14][CH2:13]2)=[CH:4][CH:3]=1.C(N(CC)CC)C.[Cl:26][C:27]1[CH:35]=[CH:34][C:30]([C:31](Cl)=[O:32])=[CH:29][CH:28]=1. The catalyst is C(#N)C. The product is [Cl:26][C:27]1[CH:35]=[CH:34][C:30]([C:31]([NH:1][C:2]2[CH:11]=[C:10]3[C:5]([CH:6]=[CH:7][CH:8]=[C:9]3[N:12]3[CH2:17][CH2:16][N:15]([CH3:18])[CH2:14][CH2:13]3)=[CH:4][CH:3]=2)=[O:32])=[CH:29][CH:28]=1. The yield is 0.430. (3) The reactants are [N:1]1[C:10]2[C@H:9]([NH2:11])[CH2:8][CH2:7][CH2:6][C:5]=2[CH:4]=[CH:3][CH:2]=1.[O:12]=[C:13]1[C:21]2[C:16](=[CH:17][CH:18]=[CH:19][CH:20]=2)[C:15](=[O:22])[N:14]1[CH2:23][CH2:24][CH2:25][CH:26]=O.C(=O)([O-])[O-].[K+].[K+]. The catalyst is O1CCCC1. The product is [N:1]1[C:10]2[C@H:9]([NH:11][CH2:26][CH2:25][CH2:24][CH2:23][N:14]3[C:15](=[O:22])[C:16]4[C:21](=[CH:20][CH:19]=[CH:18][CH:17]=4)[C:13]3=[O:12])[CH2:8][CH2:7][CH2:6][C:5]=2[CH:4]=[CH:3][CH:2]=1. The yield is 0.820. (4) The reactants are [CH2:1]([Li])CCC.[CH3:6][C:7]1[C:8]([NH:13][C:14](=[O:20])[O:15][C:16]([CH3:19])([CH3:18])[CH3:17])=[N:9][CH:10]=[CH:11][CH:12]=1.CI. The catalyst is C1COCC1. The product is [CH2:6]([C:7]1[C:8]([NH:13][C:14](=[O:20])[O:15][C:16]([CH3:17])([CH3:19])[CH3:18])=[N:9][CH:10]=[CH:11][CH:12]=1)[CH3:1]. The yield is 0.760. (5) The reactants are [N:1]1([C:7]2[CH:8]=[C:9]([CH:11]=[C:12]([N:14]3[CH2:19][CH2:18][O:17][CH2:16][CH2:15]3)[CH:13]=2)[NH2:10])[CH2:6][CH2:5][O:4][CH2:3][CH2:2]1.Cl[C:21]1[C:30]2[C:25](=[CH:26][C:27]([Cl:31])=[CH:28][CH:29]=2)[N:24]=[CH:23][CH:22]=1.C1C=CC(P(C2C=CC3C(=CC=CC=3)C=2C2C3C(=CC=CC=3)C=CC=2P(C2C=CC=CC=2)C2C=CC=CC=2)C2C=CC=CC=2)=CC=1.C([O-])([O-])=O.[Cs+].[Cs+]. The catalyst is C1C=CC(/C=C/C(/C=C/C2C=CC=CC=2)=O)=CC=1.C1C=CC(/C=C/C(/C=C/C2C=CC=CC=2)=O)=CC=1.C1C=CC(/C=C/C(/C=C/C2C=CC=CC=2)=O)=CC=1.[Pd].[Pd].O1CCOCC1. The product is [N:1]1([C:7]2[CH:8]=[C:9]([NH:10][C:21]3[C:30]4[C:25](=[CH:26][C:27]([Cl:31])=[CH:28][CH:29]=4)[N:24]=[CH:23][CH:22]=3)[CH:11]=[C:12]([N:14]3[CH2:15][CH2:16][O:17][CH2:18][CH2:19]3)[CH:13]=2)[CH2:2][CH2:3][O:4][CH2:5][CH2:6]1. The yield is 0.290. (6) The catalyst is CCO.CCOC(C)=O. The product is [CH:2]([C:3]1[NH:11][N:10]=[C:5]([NH2:6])[CH:4]=1)([CH3:8])[CH3:1]. The yield is 0.590. The reactants are [CH3:1][CH:2]([CH3:8])[C:3](=O)[CH2:4][C:5]#[N:6].O.[NH2:10][NH2:11]. (7) The reactants are Br[C:2]1[C:7]([O:8][CH3:9])=[CH:6][C:5]([CH2:10][O:11][CH3:12])=[CH:4][C:3]=1[O:13][CH3:14].CCCCCC.C[O:22][B:23]([O:26]C)[O:24]C.Cl. The catalyst is O1CCCC1.C1(C)C=CC=CC=1. The product is [CH3:14][O:13][C:3]1[CH:4]=[C:5]([CH2:10][O:11][CH3:12])[CH:6]=[C:7]([O:8][CH3:9])[C:2]=1[O:22][B:23]([OH:26])[OH:24]. The yield is 0.718.